From a dataset of Forward reaction prediction with 1.9M reactions from USPTO patents (1976-2016). Predict the product of the given reaction. Given the reactants [Cl:1][C:2]1[CH:3]=[CH:4][CH:5]=[C:6]2[C:10]=1[NH:9][C:8](=[O:11])[CH2:7]2.[N+:12]([O-])([OH:14])=[O:13], predict the reaction product. The product is: [Cl:1][C:2]1[CH:3]=[C:4]([N+:12]([O-:14])=[O:13])[CH:5]=[C:6]2[C:10]=1[NH:9][C:8](=[O:11])[CH2:7]2.